This data is from Forward reaction prediction with 1.9M reactions from USPTO patents (1976-2016). The task is: Predict the product of the given reaction. (1) Given the reactants [CH3:1][C:2]1([N:13]2[CH:17]=[C:16]([C:18]3[N:23]4[CH:24]=[CH:25][N:26]=[C:22]4[CH:21]=[C:20]([C:27]4[CH:28]=[N:29][N:30]([CH3:32])[CH:31]=4)[N:19]=3)[CH:15]=[N:14]2)[CH2:5][N:4](C(OC(C)(C)C)=O)[CH2:3]1, predict the reaction product. The product is: [CH3:32][N:30]1[CH:31]=[C:27]([C:20]2[N:19]=[C:18]([C:16]3[CH:15]=[N:14][N:13]([C:2]4([CH3:1])[CH2:5][NH:4][CH2:3]4)[CH:17]=3)[N:23]3[CH:24]=[CH:25][N:26]=[C:22]3[CH:21]=2)[CH:28]=[N:29]1. (2) Given the reactants [C:1]([O:5][C:6]([NH:8][C@@H:9]([CH2:42][C:43]1[CH:48]=[CH:47][CH:46]=[CH:45][CH:44]=1)[CH2:10][C@@H:11]1[O:15][C:14]([CH3:17])([CH3:16])[N:13]([C:18]([O:20][CH2:21][C:22]2[CH:27]=[CH:26][CH:25]=[CH:24][CH:23]=2)=[O:19])[C@H:12]1[CH2:28][C:29]1[CH:34]=[CH:33][C:32](OC(=O)C(F)(F)F)=[CH:31][CH:30]=1)=[O:7])([CH3:4])([CH3:3])[CH3:2].[Li+].[Cl-].[CH3:51][C:52]1[CH:57]=[CH:56][C:55]([Sn](CCCC)(CCCC)CCCC)=[CH:54][N:53]=1, predict the reaction product. The product is: [C:1]([O:5][C:6]([NH:8][C@@H:9]([CH2:42][C:43]1[CH:44]=[CH:45][CH:46]=[CH:47][CH:48]=1)[CH2:10][C@@H:11]1[O:15][C:14]([CH3:17])([CH3:16])[N:13]([C:18]([O:20][CH2:21][C:22]2[CH:27]=[CH:26][CH:25]=[CH:24][CH:23]=2)=[O:19])[C@H:12]1[CH2:28][C:29]1[CH:34]=[CH:33][C:32]([C:55]2[CH:54]=[N:53][C:52]([CH3:51])=[CH:57][CH:56]=2)=[CH:31][CH:30]=1)=[O:7])([CH3:4])([CH3:3])[CH3:2]. (3) Given the reactants [F:1][C:2]1[CH:3]=[C:4]2[C:8](=[CH:9][C:10]=1[NH:11][C:12]([CH:14]([O:16]C(=O)C)[CH3:15])=[O:13])[NH:7][C:6](=[O:20])[CH2:5]2.O.[OH-].[Na+].Cl, predict the reaction product. The product is: [F:1][C:2]1[CH:3]=[C:4]2[C:8](=[CH:9][C:10]=1[NH:11][C:12](=[O:13])[CH:14]([OH:16])[CH3:15])[NH:7][C:6](=[O:20])[CH2:5]2. (4) Given the reactants [F:1][C:2]1[CH:3]=[C:4]([N:16]2[C:24]3[C:19](=[C:20]([O:25]CC4C=CC=CC=4)[CH:21]=[CH:22][CH:23]=3)[C:18]([CH3:33])=[N:17]2)[CH:5]=[CH:6][C:7]=1[O:8]CC1C=CC=CC=1, predict the reaction product. The product is: [F:1][C:2]1[CH:3]=[C:4]([N:16]2[C:24]3[CH:23]=[CH:22][CH:21]=[C:20]([OH:25])[C:19]=3[C:18]([CH3:33])=[N:17]2)[CH:5]=[CH:6][C:7]=1[OH:8]. (5) Given the reactants CC1C=CC(S(O[CH2:12][C@@H:13]([NH:20][C:21]([O:23][C:24]([CH3:27])([CH3:26])[CH3:25])=[O:22])[C:14]2[CH:19]=[CH:18][CH:17]=[CH:16][CH:15]=2)(=O)=O)=CC=1.[N-:28]=[N+:29]=[N-:30].[Na+], predict the reaction product. The product is: [N:28]([CH2:12][C@@H:13]([NH:20][C:21](=[O:22])[O:23][C:24]([CH3:27])([CH3:26])[CH3:25])[C:14]1[CH:19]=[CH:18][CH:17]=[CH:16][CH:15]=1)=[N+:29]=[N-:30]. (6) Given the reactants [O:1]1[C:9]2[C:4](=[CH:5][CH:6]=[CH:7][C:8]=2[C:10]([OH:12])=O)[CH2:3][CH2:2]1.[NH2:13][C:14]1[CH:22]=[CH:21][CH:20]=[C:19]2[C:15]=1[C:16]([C:27]([N:29]1[CH2:34][CH2:33][CH:32]([C:35]3[CH:36]=[C:37]([CH:46]=[CH:47][C:48]=3[F:49])[CH2:38][NH:39][C:40](=[O:45])[C:41]([F:44])([F:43])[F:42])[CH2:31][CH2:30]1)=[O:28])=[CH:17][N:18]2[CH2:23][CH2:24][O:25][CH3:26], predict the reaction product. The product is: [F:49][C:48]1[CH:47]=[CH:46][C:37]([CH2:38][NH:39][C:40](=[O:45])[C:41]([F:44])([F:43])[F:42])=[CH:36][C:35]=1[CH:32]1[CH2:31][CH2:30][N:29]([C:27]([C:16]2[C:15]3[C:19](=[CH:20][CH:21]=[CH:22][C:14]=3[NH:13][C:10]([C:8]3[C:9]4[O:1][CH2:2][CH2:3][C:4]=4[CH:5]=[CH:6][CH:7]=3)=[O:12])[N:18]([CH2:23][CH2:24][O:25][CH3:26])[CH:17]=2)=[O:28])[CH2:34][CH2:33]1. (7) The product is: [N:12]1([CH2:11][CH2:10][NH:9][CH2:8][C:7]2[CH:6]=[CH:5][C:4]([NH2:1])=[CH:18][CH:17]=2)[CH2:13][CH2:14][CH2:15][CH2:16]1. Given the reactants [N+:1]([C:4]1[CH:18]=[CH:17][C:7]([CH2:8][NH:9][CH2:10][CH2:11][N:12]2[CH2:16][CH2:15][CH2:14][CH2:13]2)=[CH:6][CH:5]=1)([O-])=O.O.NN, predict the reaction product.